From a dataset of Catalyst prediction with 721,799 reactions and 888 catalyst types from USPTO. Predict which catalyst facilitates the given reaction. (1) Reactant: [Cl:1][C:2]1[CH:7]=[CH:6][CH:5]=[C:4]([Cl:8])[C:3]=1[CH2:9][O:10][C:11]1[CH:16]=[CH:15][C:14]2[C:17]3([CH2:34][O:35][C:13]=2[CH:12]=1)[CH2:22][CH2:21][N:20]([CH2:23][CH2:24][CH2:25][P:26](=[O:33])([O:30]CC)[O:27]CC)[CH2:19][CH2:18]3.Br[Si](C)(C)C. Product: [Cl:8][C:4]1[CH:5]=[CH:6][CH:7]=[C:2]([Cl:1])[C:3]=1[CH2:9][O:10][C:11]1[CH:16]=[CH:15][C:14]2[C:17]3([CH2:34][O:35][C:13]=2[CH:12]=1)[CH2:22][CH2:21][N:20]([CH2:23][CH2:24][CH2:25][P:26](=[O:27])([OH:33])[OH:30])[CH2:19][CH2:18]3. The catalyst class is: 2. (2) Reactant: [CH:1]1([CH2:7][OH:8])[CH2:6][CH2:5][CH:4]=[CH:3][CH2:2]1.[H-].[Na+].[CH3:11]I. Product: [CH3:11][O:8][CH2:7][CH:1]1[CH2:6][CH2:5][CH:4]=[CH:3][CH2:2]1. The catalyst class is: 20. (3) Reactant: [C:1]([S:5]([NH:7][C:8]([C:13]1[CH:18]=[CH:17][CH:16]=[CH:15][CH:14]=1)([CH3:12])[C:9]([OH:11])=[O:10])=[O:6])([CH3:4])([CH3:3])[CH3:2].[CH3:19][N:20]1[CH2:25][CH2:24][CH:23](O)[CH2:22][CH2:21]1.C1(N=C=NC2CCCCC2)CCCCC1.O.ON1C2C=CC=CC=2N=N1. Product: [C:1]([S:5]([NH:7][C:8]([C:13]1[CH:14]=[CH:15][CH:16]=[CH:17][CH:18]=1)([CH3:12])[C:9]([O:11][CH:23]1[CH2:24][CH2:25][N:20]([CH3:19])[CH2:21][CH2:22]1)=[O:10])=[O:6])([CH3:2])([CH3:3])[CH3:4]. The catalyst class is: 1.